Task: Regression. Given a peptide amino acid sequence and an MHC pseudo amino acid sequence, predict their binding affinity value. This is MHC class I binding data.. Dataset: Peptide-MHC class I binding affinity with 185,985 pairs from IEDB/IMGT (1) The peptide sequence is TTADHMHML. The MHC is HLA-A80:01 with pseudo-sequence HLA-A80:01. The binding affinity (normalized) is 0.0847. (2) The binding affinity (normalized) is 0. The peptide sequence is VPRRKAKII. The MHC is HLA-B44:03 with pseudo-sequence HLA-B44:03. (3) The peptide sequence is MLQKEYMER. The MHC is HLA-A68:01 with pseudo-sequence HLA-A68:01. The binding affinity (normalized) is 0.676. (4) The peptide sequence is VLNPYMPTV. The MHC is HLA-A02:11 with pseudo-sequence HLA-A02:11. The binding affinity (normalized) is 1.00. (5) The peptide sequence is LLPYPIAGC. The binding affinity (normalized) is 0.0847. The MHC is HLA-B15:01 with pseudo-sequence HLA-B15:01. (6) The peptide sequence is YAEISFMLW. The MHC is HLA-A11:01 with pseudo-sequence HLA-A11:01. The binding affinity (normalized) is 0.0847.